This data is from Reaction yield outcomes from USPTO patents with 853,638 reactions. The task is: Predict the reaction yield, written as a fraction of the theoretical maximum amount of product (1.0 means a 100% yield; for example, 0.34 means a 34% yield). The reactants are [F:1][C:2]1[CH:10]=[C:9]2[C:5]([C:6]([C:11]3[CH:12]=[CH:13][C:14]([NH:17][CH2:18][CH2:19][NH2:20])=[N:15][CH:16]=3)=[CH:7][NH:8]2)=[CH:4][CH:3]=1.C1C[O:24][CH2:23]C1. No catalyst specified. The product is [F:1][C:2]1[CH:10]=[C:9]2[C:5]([C:6]([C:11]3[CH:12]=[CH:13][C:14]([N:17]4[CH2:18][CH2:19][NH:20][C:23]4=[O:24])=[N:15][CH:16]=3)=[CH:7][NH:8]2)=[CH:4][CH:3]=1. The yield is 0.400.